Dataset: Peptide-MHC class II binding affinity with 134,281 pairs from IEDB. Task: Regression. Given a peptide amino acid sequence and an MHC pseudo amino acid sequence, predict their binding affinity value. This is MHC class II binding data. (1) The peptide sequence is YGNGILVGDNSFVSA. The MHC is DRB1_1101 with pseudo-sequence DRB1_1101. The binding affinity (normalized) is 0.415. (2) The peptide sequence is VNKMLAVLDTNILWV. The MHC is HLA-DPA10103-DPB10401 with pseudo-sequence HLA-DPA10103-DPB10401. The binding affinity (normalized) is 0.445.